Dataset: Forward reaction prediction with 1.9M reactions from USPTO patents (1976-2016). Task: Predict the product of the given reaction. (1) Given the reactants [C:1]1([CH3:22])[CH:6]=[CH:5][C:4]([NH:7][S:8]([C:11]2[CH:12]=[C:13]([CH:17]=[CH:18][C:19](O)=[O:20])[CH:14]=[CH:15][CH:16]=2)(=[O:10])=[O:9])=[CH:3][CH:2]=1.[Cl:23]CCl, predict the reaction product. The product is: [C:1]1([CH3:22])[CH:6]=[CH:5][C:4]([NH:7][S:8]([C:11]2[CH:12]=[C:13]([CH:17]=[CH:18][C:19]([Cl:23])=[O:20])[CH:14]=[CH:15][CH:16]=2)(=[O:10])=[O:9])=[CH:3][CH:2]=1. (2) Given the reactants Br[C:2]1[CH:23]=[CH:22][C:5]2[N:6]=[C:7]([NH:10][CH:11]3[C:15]4[C:16]([O:20][CH3:21])=[CH:17][CH:18]=[CH:19][C:14]=4[O:13][CH2:12]3)[O:8][CH2:9][C:4]=2[CH:3]=1.[NH2:24][C:25]1[CH:30]=[CH:29][CH:28]=[C:27]([C:31]([F:34])([F:33])[F:32])[N:26]=1, predict the reaction product. The product is: [CH3:21][O:20][C:16]1[C:15]2[CH:11]([NH:10][C:7]3[O:8][CH2:9][C:4]4[CH:3]=[C:2]([NH:24][C:25]5[CH:30]=[CH:29][CH:28]=[C:27]([C:31]([F:33])([F:32])[F:34])[N:26]=5)[CH:23]=[CH:22][C:5]=4[N:6]=3)[CH2:12][O:13][C:14]=2[CH:19]=[CH:18][CH:17]=1. (3) The product is: [C:19]1([CH3:29])[C:20]([S:25]([N:4]2[CH2:5][CH2:6][N:1]([C:7]3[CH:16]=[CH:15][CH:14]=[C:13]4[C:8]=3[C:9]([NH2:18])=[N:10][C:11]([NH2:17])=[N:12]4)[CH2:2][CH2:3]2)(=[O:27])=[O:26])=[CH:21][CH:22]=[CH:23][CH:24]=1. Given the reactants [N:1]1([C:7]2[CH:16]=[CH:15][CH:14]=[C:13]3[C:8]=2[C:9]([NH2:18])=[N:10][C:11]([NH2:17])=[N:12]3)[CH2:6][CH2:5][NH:4][CH2:3][CH2:2]1.[C:19]1([CH3:29])[C:20]([S:25](Cl)(=[O:27])=[O:26])=[CH:21][CH:22]=[CH:23][CH:24]=1, predict the reaction product. (4) Given the reactants C(OC([N:8]1[CH2:13][CH2:12][C:11]([C:21]#[N:22])([CH2:14][C:15]2[CH:20]=[CH:19][N:18]=[CH:17][CH:16]=2)[CH2:10][CH2:9]1)=O)(C)(C)C.C(O)(C(F)(F)F)=O, predict the reaction product. The product is: [N:18]1[CH:19]=[CH:20][C:15]([CH2:14][C:11]2([C:21]#[N:22])[CH2:12][CH2:13][NH:8][CH2:9][CH2:10]2)=[CH:16][CH:17]=1. (5) Given the reactants Br[C:2]1[N:10]([CH2:11][C@H:12]2[CH2:17][CH2:16][C@H:15]([CH3:18])[CH2:14][CH2:13]2)[C:9]2[C:4](=[N:5][C:6]([C:26]#[N:27])=[N:7][C:8]=2[NH:19][C@@H:20]([CH:22]2[CH2:25][CH2:24][CH2:23]2)[CH3:21])[N:3]=1.[C:28]1(B(O)O)[CH2:33][CH2:32][CH2:31][CH2:30][CH:29]=1.C([O-])([O-])=[O:38].[Na+].[Na+].O1CCOCC1, predict the reaction product. The product is: [CH:22]1([C@H:20]([NH:19][C:8]2[N:7]=[C:6]([C:26]([NH2:27])=[O:38])[N:5]=[C:4]3[C:9]=2[N:10]([CH2:11][C@H:12]2[CH2:13][CH2:14][C@H:15]([CH3:18])[CH2:16][CH2:17]2)[C:2]([C:28]2[CH2:33][CH2:32][CH2:31][CH2:30][CH:29]=2)=[N:3]3)[CH3:21])[CH2:23][CH2:24][CH2:25]1.